From a dataset of Reaction yield outcomes from USPTO patents with 853,638 reactions. Predict the reaction yield, written as a fraction of the theoretical maximum amount of product (1.0 means a 100% yield; for example, 0.34 means a 34% yield). The reactants are CCCC[N+](CCCC)(CCCC)CCCC.[F-].[Si]([O:26][CH2:27][CH2:28][O:29][C:30]1[CH:35]=[CH:34][C:33]([C:36]2[N:45]([C:46]3[CH:51]=[CH:50][C:49]([Cl:52])=[CH:48][CH:47]=3)[C:44](=[O:53])[C:43]3[C:38](=[CH:39][CH:40]=[CH:41][CH:42]=3)[N:37]=2)=[CH:32][C:31]=1[CH3:54])(C(C)(C)C)(C)C. The catalyst is C1COCC1. The product is [Cl:52][C:49]1[CH:50]=[CH:51][C:46]([N:45]2[C:44](=[O:53])[C:43]3[C:38](=[CH:39][CH:40]=[CH:41][CH:42]=3)[N:37]=[C:36]2[C:33]2[CH:34]=[CH:35][C:30]([O:29][CH2:28][CH2:27][OH:26])=[C:31]([CH3:54])[CH:32]=2)=[CH:47][CH:48]=1. The yield is 0.720.